From a dataset of Full USPTO retrosynthesis dataset with 1.9M reactions from patents (1976-2016). Predict the reactants needed to synthesize the given product. (1) Given the product [CH2:37]([O:39][C:40](=[O:41])[NH:28][CH2:27][CH2:26][O:25][C:9]1[N:10]=[C:11]([N:12]2[CH2:17][CH2:16][N:15]3[C:18]([C:21]([F:22])([F:24])[F:23])=[N:19][N:20]=[C:14]3[CH2:13]2)[C:6]2[CH:5]=[C:4]([CH2:1][CH2:2][CH3:3])[S:29][C:7]=2[N:8]=1)[CH3:38], predict the reactants needed to synthesize it. The reactants are: [CH2:1]([C:4]1[S:29][C:7]2[N:8]=[C:9]([O:25][CH2:26][CH2:27][NH2:28])[N:10]=[C:11]([N:12]3[CH2:17][CH2:16][N:15]4[C:18]([C:21]([F:24])([F:23])[F:22])=[N:19][N:20]=[C:14]4[CH2:13]3)[C:6]=2[CH:5]=1)[CH2:2][CH3:3].C(N(CC)CC)C.[CH2:37]([O:39][C:40](Cl)=[O:41])[CH3:38]. (2) Given the product [Cl:1][C:2]1[CH:7]=[CH:6][C:5]([Cl:8])=[CH:4][C:3]=1[CH2:16][C:15]([OH:12])=[O:17], predict the reactants needed to synthesize it. The reactants are: [Cl:1][C:2]1[CH:7]=[CH:6][C:5]([Cl:8])=[CH:4][C:3]=1CC#N.[OH-:12].[Na+].Cl.[CH2:15]([OH:17])[CH3:16]. (3) Given the product [F:13][C:12]([F:14])([F:15])[C:9]1[CH:8]=[CH:7][C:6]([CH2:5][CH2:4][NH2:1])=[CH:11][CH:10]=1, predict the reactants needed to synthesize it. The reactants are: [N+:1]([CH:4]=[CH:5][C:6]1[CH:11]=[CH:10][C:9]([C:12]([F:15])([F:14])[F:13])=[CH:8][CH:7]=1)([O-])=O.[H-].[H-].[H-].[H-].[Li+].[Al+3]. (4) Given the product [CH3:23][NH:21][C:20]1[C:19]2[C:14](=[CH:15][CH:16]=[C:17]([Br:22])[CH:18]=2)[N:13]=[C:12]2[N:8]([CH2:1][C:2]3[CH:7]=[CH:6][CH:5]=[CH:4][CH:3]=3)[CH2:9][CH2:10][C:11]=12, predict the reactants needed to synthesize it. The reactants are: [CH2:1]([N:8]1[C:12]2=[N:13][C:14]3[C:19]([C:20]([NH2:21])=[C:11]2[CH2:10][CH2:9]1)=[CH:18][C:17]([Br:22])=[CH:16][CH:15]=3)[C:2]1[CH:7]=[CH:6][CH:5]=[CH:4][CH:3]=1.[CH:23](N(C(C)C)CC)(C)C.CI.